This data is from Reaction yield outcomes from USPTO patents with 853,638 reactions. The task is: Predict the reaction yield, written as a fraction of the theoretical maximum amount of product (1.0 means a 100% yield; for example, 0.34 means a 34% yield). (1) The reactants are [C:1]([O:5][C:6]([NH:8][C:9]1[S:10][C:11]([CH:19]=O)=[C:12]([C:14]2[O:15][CH:16]=[CH:17][CH:18]=2)[N:13]=1)=[O:7])([CH3:4])([CH3:3])[CH3:2].[NH:21]1[CH2:26][CH2:25][O:24][CH2:23][CH2:22]1.C(O[BH-](OC(=O)C)OC(=O)C)(=O)C.[Na+].O. The catalyst is ClCCCl. The product is [C:1]([O:5][C:6]([NH:8][C:9]1[S:10][C:11]([CH2:19][N:21]2[CH2:26][CH2:25][O:24][CH2:23][CH2:22]2)=[C:12]([C:14]2[O:15][CH:16]=[CH:17][CH:18]=2)[N:13]=1)=[O:7])([CH3:2])([CH3:3])[CH3:4]. The yield is 0.570. (2) The reactants are CO[C:3]1[CH:8]=[CH:7][C:6]([NH:9][S:10]([C:13]2[CH:18]=[CH:17][C:16]([N+:19]([O-:21])=[O:20])=[CH:15][CH:14]=2)(=[O:12])=[O:11])=[CH:5][CH:4]=1.C([Li])CCC.[Br:27][C:28]1[CH:29]=[CH:30][C:31]2[N:32]([CH2:42][CH:43]3[CH2:45][O:44]3)[C:33]3[C:38]([C:39]=2[CH:40]=1)=[CH:37][C:36]([Br:41])=[CH:35][CH:34]=3.C[CH2:47][O:48]C(C)=O. The catalyst is C1(C)C=CC=CC=1. The product is [Br:27][C:28]1[CH:29]=[CH:30][C:31]2[N:32]([CH2:42][CH:43]([OH:44])[CH2:45][N:9]([C:6]3[CH:5]=[CH:4][CH:3]=[C:8]([O:48][CH3:47])[CH:7]=3)[S:10]([C:13]3[CH:14]=[CH:15][C:16]([N+:19]([O-:21])=[O:20])=[CH:17][CH:18]=3)(=[O:11])=[O:12])[C:33]3[C:38]([C:39]=2[CH:40]=1)=[CH:37][C:36]([Br:41])=[CH:35][CH:34]=3. The yield is 0.880. (3) The reactants are [C:1]([C:3]1[CH:8]=[CH:7][C:6]([C@@H:9]2[C:14]([C:15]([O:17]CC=C)=[O:16])=[C:13]([CH3:21])[N:12]([C:22]3[CH:27]=[CH:26][CH:25]=[C:24]([C:28]([F:31])([F:30])[F:29])[CH:23]=3)[C:11](=[O:32])[N:10]2[CH3:33])=[C:5]([S:34]([CH3:37])(=[O:36])=[O:35])[CH:4]=1)#[N:2].N1CCOCC1. The catalyst is C1COCC1.C1C=CC([P]([Pd]([P](C2C=CC=CC=2)(C2C=CC=CC=2)C2C=CC=CC=2)([P](C2C=CC=CC=2)(C2C=CC=CC=2)C2C=CC=CC=2)[P](C2C=CC=CC=2)(C2C=CC=CC=2)C2C=CC=CC=2)(C2C=CC=CC=2)C2C=CC=CC=2)=CC=1. The product is [C:1]([C:3]1[CH:8]=[CH:7][C:6]([C@@H:9]2[C:14]([C:15]([OH:17])=[O:16])=[C:13]([CH3:21])[N:12]([C:22]3[CH:27]=[CH:26][CH:25]=[C:24]([C:28]([F:30])([F:31])[F:29])[CH:23]=3)[C:11](=[O:32])[N:10]2[CH3:33])=[C:5]([S:34]([CH3:37])(=[O:35])=[O:36])[CH:4]=1)#[N:2]. The yield is 0.830.